From a dataset of Catalyst prediction with 721,799 reactions and 888 catalyst types from USPTO. Predict which catalyst facilitates the given reaction. (1) Reactant: [CH3:1][O:2][C:3](=[O:24])[CH2:4][O:5][C:6]1[CH:7]=[N:8][C:9]([C:12]#[C:13][Si](C(C)C)(C(C)C)C(C)C)=[CH:10][CH:11]=1.C(O)(=O)C.CCCC[N+](CCCC)(CCCC)CCCC.[F-]. Product: [CH3:1][O:2][C:3](=[O:24])[CH2:4][O:5][C:6]1[CH:7]=[N:8][C:9]([C:12]#[CH:13])=[CH:10][CH:11]=1. The catalyst class is: 10. (2) The catalyst class is: 3. Reactant: [CH3:1][O:2][C:3]1[CH:4]=[C:5]2[C:10](=[CH:11][C:12]=1[O:13][CH2:14][C@H:15]1[CH2:17][O:16]1)[N:9]=[CH:8][N:7]=[C:6]2[O:18][C:19]1[CH:20]=[C:21]2[C:25](=[CH:26][CH:27]=1)[NH:24][CH:23]=[C:22]2[CH3:28].[NH:29]1[CH2:34][CH2:33][O:32][CH2:31][CH2:30]1. Product: [OH:16][C@H:15]([CH2:17][N:29]1[CH2:34][CH2:33][O:32][CH2:31][CH2:30]1)[CH2:14][O:13][C:12]1[CH:11]=[C:10]2[C:5]([C:6]([O:18][C:19]3[CH:20]=[C:21]4[C:25](=[CH:26][CH:27]=3)[NH:24][CH:23]=[C:22]4[CH3:28])=[N:7][CH:8]=[N:9]2)=[CH:4][C:3]=1[O:2][CH3:1]. (3) Reactant: Cl[C:2]1[N:7]=[C:6]([NH:8][C@H:9]([C:13]2[CH:14]=[N:15][CH:16]=[CH:17][CH:18]=2)[CH2:10][CH2:11][CH3:12])[C:5]([CH3:19])=[CH:4][N:3]=1.[C:20](=[O:23])([O-])[O-].[Na+].[Na+].[C:26]([O:29][CH2:30][CH3:31])(=O)C. Product: [CH2:4]([NH:3][C:20]([NH:8][C:9]1[CH:10]=[CH:11][C:12]([C:2]2[N:7]=[C:6]([NH:8][C@H:9]([C:13]3[CH:14]=[N:15][CH:16]=[CH:17][CH:18]=3)[CH2:10][CH2:11][CH3:12])[C:5]([CH3:19])=[CH:4][N:3]=2)=[CH:31][C:30]=1[O:29][CH3:26])=[O:23])[CH3:5]. The catalyst class is: 73. (4) Reactant: Cl[CH2:2][C:3]1[C:4]([C:11]2[C:16]([Cl:17])=[CH:15][CH:14]=[CH:13][C:12]=2[Cl:18])=[N:5][O:6][C:7]=1[CH:8]([CH3:10])[CH3:9].[Cl:19][C:20]1[CH:27]=[C:26]([OH:28])[CH:25]=[CH:24][C:21]=1[CH:22]=[O:23].C(=O)([O-])[O-].[K+].[K+].[I-].[Na+]. Product: [Cl:19][C:20]1[CH:27]=[C:26]([O:28][CH2:2][C:3]2[C:4]([C:11]3[C:16]([Cl:17])=[CH:15][CH:14]=[CH:13][C:12]=3[Cl:18])=[N:5][O:6][C:7]=2[CH:8]([CH3:10])[CH3:9])[CH:25]=[CH:24][C:21]=1[CH:22]=[O:23]. The catalyst class is: 21.